From a dataset of Forward reaction prediction with 1.9M reactions from USPTO patents (1976-2016). Predict the product of the given reaction. (1) Given the reactants CC(C[AlH]CC(C)C)C.O=[C:11]1[CH2:15][CH2:14][CH2:13][N:12]1[C:16]([O:18][C:19]([CH3:22])([CH3:21])[CH3:20])=[O:17].[C@H](O)(C([O-])=O)[C@@H](O)C([O-])=O.[Na+].[K+].[C:35]([O:38][CH2:39][CH3:40])(=[O:37])[CH3:36], predict the reaction product. The product is: [C:19]([O:18][C:16]([NH:12][CH2:13][CH2:14][CH2:15][CH:11]=[CH:36][C:35]([O:38][CH2:39][CH3:40])=[O:37])=[O:17])([CH3:22])([CH3:21])[CH3:20]. (2) Given the reactants [Cl:1][C:2]1[CH:3]=[C:4]([NH:22][C:23]([NH:25][C:26]2[C:31]([CH3:32])=[CH:30][C:29]([CH3:33])=[CH:28][C:27]=2[CH3:34])=[O:24])[C:5]([C:8]([NH:10][C@@H:11]([CH:16]2[CH2:21][CH2:20][CH2:19][CH2:18][CH2:17]2)[C:12]([O:14]C)=[O:13])=[O:9])=[N:6][CH:7]=1.Cl, predict the reaction product. The product is: [Cl:1][C:2]1[CH:3]=[C:4]([NH:22][C:23]([NH:25][C:26]2[C:27]([CH3:34])=[CH:28][C:29]([CH3:33])=[CH:30][C:31]=2[CH3:32])=[O:24])[C:5]([C:8]([NH:10][C@@H:11]([CH:16]2[CH2:21][CH2:20][CH2:19][CH2:18][CH2:17]2)[C:12]([OH:14])=[O:13])=[O:9])=[N:6][CH:7]=1. (3) The product is: [Cl:3][CH2:6][C:7]1[O:15][C:14]2[C:9](=[N:10][CH:11]=[CH:12][C:13]=2[C:16]2[CH:17]=[C:18]([CH:24]=[CH:25][CH:26]=2)[C:19]([O:21][CH2:22][CH3:23])=[O:20])[CH:8]=1. Given the reactants S(Cl)([Cl:3])=O.O[CH2:6][C:7]1[O:15][C:14]2[C:9](=[N:10][CH:11]=[CH:12][C:13]=2[C:16]2[CH:17]=[C:18]([CH:24]=[CH:25][CH:26]=2)[C:19]([O:21][CH2:22][CH3:23])=[O:20])[CH:8]=1, predict the reaction product. (4) The product is: [Cl:1][C:2]1[CH:10]=[C:9]2[C:5]([C:6]([CH2:26][C:25]3[CH:28]=[CH:29][C:22]([O:21][CH3:20])=[CH:23][CH:24]=3)([C:12]3[CH:17]=[CH:16][CH:15]=[C:14]([O:18][CH3:19])[CH:13]=3)[C:7](=[O:11])[NH:8]2)=[CH:4][CH:3]=1. Given the reactants [Cl:1][C:2]1[CH:10]=[C:9]2[C:5]([CH:6]([C:12]3[CH:17]=[CH:16][CH:15]=[C:14]([O:18][CH3:19])[CH:13]=3)[C:7](=[O:11])[NH:8]2)=[CH:4][CH:3]=1.[CH3:20][O:21][C:22]1[CH:29]=[CH:28][C:25]([CH2:26]Cl)=[CH:24][CH:23]=1.[I-].[K+].C(=O)([O-])[O-].[K+].[K+], predict the reaction product. (5) Given the reactants [C:1]([C:4]1[CH:29]=[CH:28][C:7]([O:8][C:9]2[CH:18]=[C:17]3[C:12]([CH:13]([C:19]([O:21][C:22]([CH3:25])([CH3:24])[CH3:23])=[O:20])[CH2:14][CH2:15][O:16]3)=[CH:11][C:10]=2[C:26]#[N:27])=[CH:6][CH:5]=1)(=[O:3])[NH2:2].Cl[C:31]1[CH:36]=[CH:35][C:34]([Cl:37])=[CH:33][N:32]=1.CC(C1C=C(C(C)C)C(C2C=CC=CC=2P(C2CCCCC2)C2CCCCC2)=C(C(C)C)C=1)C.C(=O)([O-])[O-].[Cs+].[Cs+], predict the reaction product. The product is: [Cl:37][C:34]1[CH:35]=[CH:36][C:31]([NH:2][C:1]([C:4]2[CH:5]=[CH:6][C:7]([O:8][C:9]3[CH:18]=[C:17]4[C:12]([CH:13]([C:19]([O:21][C:22]([CH3:23])([CH3:24])[CH3:25])=[O:20])[CH2:14][CH2:15][O:16]4)=[CH:11][C:10]=3[C:26]#[N:27])=[CH:28][CH:29]=2)=[O:3])=[N:32][CH:33]=1. (6) Given the reactants [Cl:1][C:2]1[CH:3]=[C:4]([CH:7]=[CH:8][C:9]=1[Cl:10])[CH:5]=O.[CH3:11][C:12]([S:15]([NH2:17])=[O:16])([CH3:14])[CH3:13], predict the reaction product. The product is: [Cl:1][C:2]1[CH:3]=[C:4]([CH:7]=[CH:8][C:9]=1[Cl:10])/[CH:5]=[N:17]/[S:15]([C:12]([CH3:14])([CH3:13])[CH3:11])=[O:16]. (7) Given the reactants [CH3:1][N:2]1[CH:6]=[CH:5][C:4]([N:7]2[CH2:11][CH2:10][CH2:9][C:8]2=[O:12])=[N:3]1.[Li+].[CH3:14][Si]([N-][Si](C)(C)C)(C)C.C1COCC1.IC.O, predict the reaction product. The product is: [CH3:14][CH:9]1[CH2:10][CH2:11][N:7]([C:4]2[CH:5]=[CH:6][N:2]([CH3:1])[N:3]=2)[C:8]1=[O:12]. (8) Given the reactants [F:1][C:2]1[CH:7]=[C:6]([F:8])[C:5]([F:9])=[CH:4][C:3]=1[C@H:10]1[C@H:15]([NH:16][C:17](=[O:23])[O:18][C:19]([CH3:22])([CH3:21])[CH3:20])[CH:14]=[C:13]([O:24][Si](C(C)C)(C(C)C)C(C)C)[CH2:12][CH2:11]1.[F-].C([N+](CCCC)(CCCC)CCCC)CCC.C(O)(C)C, predict the reaction product. The product is: [O:24]=[C:13]1[CH2:14][C@H:15]([NH:16][C:17](=[O:23])[O:18][C:19]([CH3:22])([CH3:20])[CH3:21])[C@@H:10]([C:3]2[CH:4]=[C:5]([F:9])[C:6]([F:8])=[CH:7][C:2]=2[F:1])[CH2:11][CH2:12]1. (9) Given the reactants C[Si]([C:5]#[N:6])(C)C.[NH2:7][C:8]1[CH:13]=[CH:12][C:11]([CH2:14][C:15]([OH:17])=[O:16])=[CH:10][CH:9]=1.[C:18]1(=O)[CH2:21][CH2:20][CH2:19]1, predict the reaction product. The product is: [C:5]([C:18]1([NH:7][C:8]2[CH:9]=[CH:10][C:11]([CH2:14][C:15]([OH:17])=[O:16])=[CH:12][CH:13]=2)[CH2:21][CH2:20][CH2:19]1)#[N:6]. (10) Given the reactants [S:1]1[C:5]2[CH2:6][CH2:7][CH2:8][CH2:9][C:4]=2[N:3]=[C:2]1[NH2:10].[CH3:11][O:12][CH2:13][CH2:14][Br:15], predict the reaction product. The product is: [BrH:15].[CH3:11][O:12][CH2:13][CH2:14][N:3]1[C:4]2[CH2:9][CH2:8][CH2:7][CH2:6][C:5]=2[S:1][C:2]1=[NH:10].